This data is from Full USPTO retrosynthesis dataset with 1.9M reactions from patents (1976-2016). The task is: Predict the reactants needed to synthesize the given product. (1) Given the product [C:3]([C:7]1[CH:12]=[CH:11][CH:10]=[CH:9][C:8]=1[N:13]1[CH2:18][CH2:17][N:16]([C:22]([NH:21][CH2:19][CH3:20])=[O:23])[CH2:15][CH2:14]1)([CH3:6])([CH3:4])[CH3:5], predict the reactants needed to synthesize it. The reactants are: Cl.Cl.[C:3]([C:7]1[CH:12]=[CH:11][CH:10]=[CH:9][C:8]=1[N:13]1[CH2:18][CH2:17][NH:16][CH2:15][CH2:14]1)([CH3:6])([CH3:5])[CH3:4].[CH2:19]([N:21]=[C:22]=[O:23])[CH3:20]. (2) Given the product [C:8]([O:10][C:1]([SiH3:3])=[C:2]([O:10][C:8]([CH3:11])([CH3:9])[CH3:7])[O:10][C:8]([CH3:11])([CH3:9])[CH3:7])([CH3:11])([CH3:9])[CH3:7], predict the reactants needed to synthesize it. The reactants are: [CH:1]([Si:3](Cl)(Cl)Cl)=[CH2:2].[CH3:7][C:8]([CH3:11])([O-:10])[CH3:9].[K+]. (3) Given the product [F:1][C:2]1[CH:10]=[CH:9][CH:8]=[C:7]2[C:3]=1[C:4]([CH2:13][C:14]([O:16][CH2:17][CH3:18])=[O:15])=[CH:5][NH:6]2.[F:1][C:2]1[CH:10]=[CH:9][CH:8]=[C:7]2[C:3]=1[CH:4]=[CH:5][N:11]2[CH2:13][C:14]([O:16][CH2:17][CH3:18])=[O:15], predict the reactants needed to synthesize it. The reactants are: [F:1][C:2]1[CH:10]=[CH:9][CH:8]=[C:7]2[C:3]=1[CH:4]=[CH:5][NH:6]2.[N+:11](=[CH:13][C:14]([O:16][CH2:17][CH3:18])=[O:15])=[N-]. (4) Given the product [C:16]([O:15][C:13]([NH:12][C@H:8]([CH2:9][OH:10])[CH2:7][C:6]([O:5][C:1]([CH3:4])([CH3:3])[CH3:2])=[O:20])=[O:14])([CH3:18])([CH3:17])[CH3:19], predict the reactants needed to synthesize it. The reactants are: [C:1]([O:5][C:6](=[O:20])[CH2:7][C@H:8]([NH:12][C:13]([O:15][C:16]([CH3:19])([CH3:18])[CH3:17])=[O:14])[C:9](O)=[O:10])([CH3:4])([CH3:3])[CH3:2].CN1CCOCC1.C(OC(Cl)=O)C(C)C.[Cl-].[NH4+].S([O-])([O-])(=O)=O.[Mg+2]. (5) Given the product [Br:26][CH2:9][C:4]1[CH:5]=[C:6]([Cl:8])[CH:7]=[C:2]([Cl:1])[C:3]=1[S:10]([CH2:13][CH3:14])(=[O:12])=[O:11], predict the reactants needed to synthesize it. The reactants are: [Cl:1][C:2]1[CH:7]=[C:6]([Cl:8])[CH:5]=[C:4]([CH3:9])[C:3]=1[S:10]([CH2:13][CH3:14])(=[O:12])=[O:11].C(OC(=O)C1C=CC(C[Br:26])=C(C(F)(F)F)C=1)C. (6) Given the product [NH2:17][C:14]1[CH:13]=[CH:12][C:11]([N:8]2[C:7](=[O:20])[C:6]3[CH:21]=[C:2]([F:1])[C:3]([NH:22][CH3:23])=[CH:4][C:5]=3[O:10][CH2:9]2)=[CH:16][CH:15]=1, predict the reactants needed to synthesize it. The reactants are: [F:1][C:2]1[C:3]([NH:22][CH3:23])=[CH:4][C:5]2[O:10][CH2:9][N:8]([C:11]3[CH:16]=[CH:15][C:14]([N+:17]([O-])=O)=[CH:13][CH:12]=3)[C:7](=[O:20])[C:6]=2[CH:21]=1. (7) Given the product [F:10][C:9]([C:11]1[CH:16]=[CH:15][CH:14]=[CH:13][CH:12]=1)=[CH2:8], predict the reactants needed to synthesize it. The reactants are: CC([O-])(C)C.[K+].Br[CH2:8][CH:9]([C:11]1[CH:16]=[CH:15][CH:14]=[CH:13][CH:12]=1)[F:10]. (8) Given the product [NH2:1][C:2]1[C:7]([Cl:8])=[C:6]([Cl:9])[N:5]=[C:4]([NH:11][C:12]2[CH:19]=[CH:18][C:15]([C:16]#[N:17])=[CH:14][CH:13]=2)[N:3]=1, predict the reactants needed to synthesize it. The reactants are: [NH2:1][C:2]1[C:7]([Cl:8])=[C:6]([Cl:9])[N:5]=[C:4](Cl)[N:3]=1.[NH2:11][C:12]1[CH:19]=[CH:18][C:15]([C:16]#[N:17])=[CH:14][CH:13]=1.CN1CCCC1=O.Cl.